This data is from Forward reaction prediction with 1.9M reactions from USPTO patents (1976-2016). The task is: Predict the product of the given reaction. (1) The product is: [O:32]=[C:20]([C:2]1[CH:9]=[CH:8][C:5]([CH:6]=[CH2:7])=[CH:4][CH:3]=1)[C:21]([O:23][CH2:24][CH2:25][C:26]1[CH:27]=[CH:28][CH:29]=[CH:30][CH:31]=1)=[O:22]. Given the reactants Br[C:2]1[CH:9]=[CH:8][C:5]([CH:6]=[CH2:7])=[CH:4][CH:3]=1.[Mg].C1(CCO[C:20](=[O:32])[C:21]([O:23][CH2:24][CH2:25][C:26]2[CH:31]=[CH:30][CH:29]=[CH:28][CH:27]=2)=[O:22])C=CC=CC=1.[NH4+].[Cl-], predict the reaction product. (2) Given the reactants C(=O)([O-])[O-].[K+].[K+].[CH:7]([N:10]=[C:11]=[O:12])([CH3:9])[CH3:8].[Cl:13][C:14]1[C:15]([O:24][C:25]2[CH:29]=[C:28]([CH3:30])[NH:27][N:26]=2)=[N:16][CH:17]=[C:18]([C:20]([F:23])([F:22])[F:21])[CH:19]=1.Cl, predict the reaction product. The product is: [CH:7]([NH:10][C:11]([N:27]1[C:28]([CH3:30])=[CH:29][C:25]([O:24][C:15]2[C:14]([Cl:13])=[CH:19][C:18]([C:20]([F:23])([F:22])[F:21])=[CH:17][N:16]=2)=[N:26]1)=[O:12])([CH3:9])[CH3:8].